Predict the reactants needed to synthesize the given product. From a dataset of Full USPTO retrosynthesis dataset with 1.9M reactions from patents (1976-2016). (1) Given the product [C:5]1([S:11]([CH2:14][C:15]2[C:20]([C:21]([O:23][CH2:24][CH3:25])=[O:22])=[C:19]([OH:26])[C:18]([Br:28])=[CH:17][CH:16]=2)(=[O:13])=[O:12])[CH:6]=[CH:7][CH:8]=[CH:9][CH:10]=1, predict the reactants needed to synthesize it. The reactants are: B(Br)(Br)Br.[C:5]1([S:11]([CH2:14][C:15]2[C:20]([C:21]([O:23][CH2:24][CH3:25])=[O:22])=[C:19]([O:26]C)[C:18]([Br:28])=[CH:17][CH:16]=2)(=[O:13])=[O:12])[CH:10]=[CH:9][CH:8]=[CH:7][CH:6]=1.C(=O)(O)[O-].[Na+]. (2) Given the product [Cl:9][C:4]1[CH:5]=[C:6]([Cl:8])[N:7]=[C:2]([NH:1][C:21](=[O:22])[NH:20][C:17]2[CH:18]=[CH:19][C:14]([C:13]([F:12])([F:24])[F:23])=[CH:15][CH:16]=2)[N:3]=1, predict the reactants needed to synthesize it. The reactants are: [NH2:1][C:2]1[N:7]=[C:6]([Cl:8])[CH:5]=[C:4]([Cl:9])[N:3]=1.[H-].[Na+].[F:12][C:13]([F:24])([F:23])[C:14]1[CH:19]=[CH:18][C:17]([N:20]=[C:21]=[O:22])=[CH:16][CH:15]=1.Cl. (3) Given the product [CH2:1]([O:3][C:4]1[CH:9]=[C:8]([C:10]([NH:12][CH2:13][CH3:14])=[O:11])[CH:7]=[CH:6][C:5]=1[N:15]1[CH:19]=[C:18]([C:20]([OH:22])=[O:21])[N:17]=[N:16]1)[CH3:2], predict the reactants needed to synthesize it. The reactants are: [CH2:1]([O:3][C:4]1[CH:9]=[C:8]([C:10]([NH:12][CH2:13][CH3:14])=[O:11])[CH:7]=[CH:6][C:5]=1[N:15]1[CH:19]=[C:18]([C:20]([O:22]CC)=[O:21])[N:17]=[N:16]1)[CH3:2].[OH-].[Na+].O. (4) The reactants are: [Br:1][C:2]1[CH:7]=[CH:6][C:5]([CH2:8][CH2:9][CH:10]=O)=[CH:4][CH:3]=1.[NH:12]1[CH2:16][CH2:15][CH2:14][CH2:13]1.C(O)(=O)C.[BH3-]C#N.[Na+]. Given the product [Br:1][C:2]1[CH:7]=[CH:6][C:5]([CH2:8][CH2:9][CH2:10][N:12]2[CH2:16][CH2:15][CH2:14][CH2:13]2)=[CH:4][CH:3]=1, predict the reactants needed to synthesize it. (5) Given the product [F:10][C:11]1[CH:17]=[CH:16][CH:15]=[C:14]([F:18])[C:12]=1[N:13]1[CH:3]=[CH:7][CH:6]=[CH:5]1, predict the reactants needed to synthesize it. The reactants are: CO[CH:3]1[CH2:7][CH2:6][CH:5](OC)O1.[F:10][C:11]1[CH:17]=[CH:16][CH:15]=[C:14]([F:18])[C:12]=1[NH2:13].N1C=CC=C1. (6) Given the product [C:41]([O:14][CH:13]([C:2]1[N:1]=[C:5]2[N:4]([CH:3]=1)[C:8]1[CH2:9][CH2:10][CH2:11][CH2:12][C:7]=1[S:6]2)[C:29]1([Br:33])[C:28](=[O:34])[N:27]2[C@@H:30]1[S:31][CH:32]=[C:26]2[C:24]([O:23][CH2:22][C:21]1[CH:35]=[CH:36][C:18]([N+:15]([O-:17])=[O:16])=[CH:19][CH:20]=1)=[O:25])(=[O:40])[CH3:42], predict the reactants needed to synthesize it. The reactants are: [N:1]1[C:2]([CH:13]=[O:14])=[CH:3][N:4]2[C:8]3[CH2:9][CH2:10][CH2:11][CH2:12][C:7]=3[S:6][C:5]=12.[N+:15]([C:18]1[CH:36]=[CH:35][C:21]([CH2:22][O:23][C:24]([C:26]2[N:27]3[C@H:30]([S:31][CH:32]=2)[C@@H:29]([Br:33])[C:28]3=[O:34])=[O:25])=[CH:20][CH:19]=1)([O-:17])=[O:16].[Mg+2].[Br-].[Br-].[O:40](CC)[CH2:41][CH3:42].C(OC(=O)C)(=O)C.